Dataset: Full USPTO retrosynthesis dataset with 1.9M reactions from patents (1976-2016). Task: Predict the reactants needed to synthesize the given product. (1) Given the product [F:25][C:2]([F:24])([F:1])[C:3]1[CH:4]=[C:5]([NH:9][C:10]([N:12]2[CH2:18][CH2:17][CH2:16][CH2:15][C:14]3[CH:19]=[C:20]([O:23][C:31]4[CH:32]=[C:27]([Cl:26])[N:28]=[CH:29][N:30]=4)[CH:21]=[CH:22][C:13]2=3)=[O:11])[CH:6]=[CH:7][CH:8]=1, predict the reactants needed to synthesize it. The reactants are: [F:1][C:2]([F:25])([F:24])[C:3]1[CH:4]=[C:5]([NH:9][C:10]([N:12]2[CH2:18][CH2:17][CH2:16][CH2:15][C:14]3[CH:19]=[C:20]([OH:23])[CH:21]=[CH:22][C:13]2=3)=[O:11])[CH:6]=[CH:7][CH:8]=1.[Cl:26][C:27]1[CH:32]=[C:31](Cl)[N:30]=[CH:29][N:28]=1. (2) Given the product [CH:1]1([C:4]2[C:5]([O:30][CH3:31])=[C:6]([C:12](=[O:29])[C:13]#[C:14][C:15]3[CH:20]=[CH:19][C:18]([O:21][CH2:22][C:23]4[CH:28]=[CH:27][CH:26]=[CH:25][CH:24]=4)=[CH:17][CH:16]=3)[CH:7]=[CH:8][C:9]=2[O:10][CH3:11])[CH2:3][CH2:2]1, predict the reactants needed to synthesize it. The reactants are: [CH:1]1([C:4]2[C:5]([O:30][CH3:31])=[C:6]([CH:12]([OH:29])[C:13]#[C:14][C:15]3[CH:20]=[CH:19][C:18]([O:21][CH2:22][C:23]4[CH:28]=[CH:27][CH:26]=[CH:25][CH:24]=4)=[CH:17][CH:16]=3)[CH:7]=[CH:8][C:9]=2[O:10][CH3:11])[CH2:3][CH2:2]1. (3) Given the product [CH:30]1([S:33]([N:11]2[C:4]3=[CH:5][C:6]4[S:10][N:9]=[N:8][C:7]=4[C:2]([F:1])=[C:3]3[N:13]([C:14]3[CH:19]=[CH:18][C:17]([Br:20])=[CH:16][C:15]=3[Cl:21])[C:12]2=[O:22])(=[O:35])=[O:34])[CH2:32][CH2:31]1, predict the reactants needed to synthesize it. The reactants are: [F:1][C:2]1[C:7]2[N:8]=[N:9][S:10][C:6]=2[CH:5]=[C:4]2[NH:11][C:12](=[O:22])[N:13]([C:14]3[CH:19]=[CH:18][C:17]([Br:20])=[CH:16][C:15]=3[Cl:21])[C:3]=12.C(N(CC)CC)C.[CH:30]1([S:33](Cl)(=[O:35])=[O:34])[CH2:32][CH2:31]1. (4) The reactants are: [CH2:1]([O:3][C:4](/[CH:6]=[C:7]1/[C:8]([CH3:21])([CH3:20])[CH2:9][N:10]([C:13]([O:15][C:16]([CH3:19])([CH3:18])[CH3:17])=[O:14])[CH2:11][CH2:12]/1)=[O:5])[CH3:2]. Given the product [CH2:1]([O:3][C:4]([CH2:6][CH:7]1[CH2:12][CH2:11][N:10]([C:13]([O:15][C:16]([CH3:19])([CH3:18])[CH3:17])=[O:14])[CH2:9][C:8]1([CH3:20])[CH3:21])=[O:5])[CH3:2], predict the reactants needed to synthesize it. (5) Given the product [C:1]([C:3]1[CH:4]=[C:5]([CH:18]=[CH:19][CH:20]=1)[C:6]([NH:8][CH2:9][CH2:10][C:11]1[CH:16]=[CH:15][CH:14]=[C:13]([O:17][C:22]2[CH:27]=[CH:26][N:25]=[C:24]([C:28]3[NH:29][CH2:30][CH2:31][N:32]=3)[CH:23]=2)[CH:12]=1)=[O:7])#[N:2], predict the reactants needed to synthesize it. The reactants are: [C:1]([C:3]1[CH:4]=[C:5]([CH:18]=[CH:19][CH:20]=1)[C:6]([NH:8][CH2:9][CH2:10][C:11]1[CH:16]=[CH:15][CH:14]=[C:13]([OH:17])[CH:12]=1)=[O:7])#[N:2].Cl[C:22]1[CH:27]=[CH:26][N:25]=[C:24]([C:28]2[NH:29][CH2:30][CH2:31][N:32]=2)[CH:23]=1.C([O-])([O-])=O.[Cs+].[Cs+]. (6) Given the product [NH2:1][C:2]1[NH:6][N:5]=[C:4]([C:7]([NH:15][CH3:14])=[O:9])[N:3]=1, predict the reactants needed to synthesize it. The reactants are: [NH2:1][C:2]1[NH:6][N:5]=[C:4]([C:7]([O:9]C)=O)[N:3]=1.C(O)C.[CH3:14][NH2:15]. (7) The reactants are: [CH:1]1([N:6]2[C:10]3[N:11]=[C:12]([NH:15][C:16]4[CH:21]=[CH:20][C:19]([N:22]5[CH2:27][CH2:26][NH:25][CH2:24][CH2:23]5)=[CH:18][N:17]=4)[N:13]=[CH:14][C:9]=3[C:8]3[CH:28]=[CH:29][N:30]=[CH:31][C:7]2=3)[CH2:5][CH2:4][CH2:3][CH2:2]1.C(N(CC)C(C)C)(C)C.[C:41]([O:44][CH2:45][C:46](Cl)=[O:47])(=[O:43])[CH3:42]. Given the product [C:41]([O:44][CH2:45][C:46]([N:25]1[CH2:26][CH2:27][N:22]([C:19]2[CH:18]=[N:17][C:16]([NH:15][C:12]3[N:13]=[CH:14][C:9]4[C:8]5[CH:28]=[CH:29][N:30]=[CH:31][C:7]=5[N:6]([CH:1]5[CH2:2][CH2:3][CH2:4][CH2:5]5)[C:10]=4[N:11]=3)=[CH:21][CH:20]=2)[CH2:23][CH2:24]1)=[O:47])(=[O:43])[CH3:42], predict the reactants needed to synthesize it.